From a dataset of Forward reaction prediction with 1.9M reactions from USPTO patents (1976-2016). Predict the product of the given reaction. (1) Given the reactants C(=O)([O-])[O-].[K+].[K+].[C:7]1(B(O)O)[CH:12]=[CH:11][CH:10]=[CH:9][CH:8]=1.[F:16][C:17]1[C:18](I)=[CH:19][C:20](=[O:36])[N:21]([CH2:23][CH2:24][C@@:25]([CH3:35])([S:31]([CH3:34])(=[O:33])=[O:32])[C:26]([O:28][CH2:29][CH3:30])=[O:27])[CH:22]=1.O, predict the reaction product. The product is: [F:16][C:17]1[C:18]([C:7]2[CH:12]=[CH:11][CH:10]=[CH:9][CH:8]=2)=[CH:19][C:20](=[O:36])[N:21]([CH2:23][CH2:24][C@@:25]([CH3:35])([S:31]([CH3:34])(=[O:32])=[O:33])[C:26]([O:28][CH2:29][CH3:30])=[O:27])[CH:22]=1. (2) Given the reactants [Cl:1][C:2]1[C:24]([Cl:25])=[CH:23][CH:22]=[CH:21][C:3]=1[CH2:4][N:5]1[C:9]([CH2:10][CH2:11][C:12](OCC)=[O:13])=[CH:8][C:7]([O:17][CH:18]([CH3:20])[CH3:19])=[N:6]1.[H-].C([Al+]CC(C)C)C(C)C.CO.[C@H](O)(C([O-])=O)[C@@H](O)C([O-])=O.[Na+].[K+], predict the reaction product. The product is: [Cl:1][C:2]1[C:24]([Cl:25])=[CH:23][CH:22]=[CH:21][C:3]=1[CH2:4][N:5]1[C:9]([CH2:10][CH2:11][CH2:12][OH:13])=[CH:8][C:7]([O:17][CH:18]([CH3:20])[CH3:19])=[N:6]1. (3) Given the reactants C(N(C(C)C)CC)(C)C.[C:10]([O:14][CH2:15][CH3:16])(=[O:13])[C:11]#[CH:12].[CH:17]1([NH:22][C:23]2[N:31]=[C:30]([N:32]=[N+:33]=[N-:34])[N:29]=[C:28]3[C:24]=2[N:25]=[CH:26][N:27]3[C@H:35]2[C@H:39]([OH:40])[C@H:38]([OH:41])[C@@H:37]([CH2:42][OH:43])[O:36]2)[CH2:21][CH2:20][CH2:19][CH2:18]1, predict the reaction product. The product is: [OH:40][C@@H:39]1[C@H:38]([OH:41])[C@@H:37]([CH2:42][OH:43])[O:36][CH:35]1[N:27]1[CH:26]=[N:25][C:24]2[C:28]1=[N:29][C:30]([N:32]1[CH:12]=[C:11]([C:10]([O:14][CH2:15][CH3:16])=[O:13])[N:34]=[N:33]1)=[N:31][C:23]=2[NH:22][CH:17]1[CH2:21][CH2:20][CH2:19][CH2:18]1.